From a dataset of Forward reaction prediction with 1.9M reactions from USPTO patents (1976-2016). Predict the product of the given reaction. (1) Given the reactants [CH2:1]([O:8][C:9]1[CH:14]=[CH:13][NH:12][C:11](=[O:15])[CH:10]=1)[C:2]1[CH:7]=[CH:6][CH:5]=[CH:4][CH:3]=1.Br[CH2:17][CH2:18][CH:19]([CH3:21])[CH3:20].N12CCCN=C1CCCCC2, predict the reaction product. The product is: [CH2:1]([O:8][C:9]1[CH:14]=[CH:13][N:12]([CH2:17][CH2:18][CH:19]([CH3:21])[CH3:20])[C:11](=[O:15])[CH:10]=1)[C:2]1[CH:3]=[CH:4][CH:5]=[CH:6][CH:7]=1. (2) The product is: [F:16][C:17]1[C:22]([F:23])=[CH:21][CH:20]=[CH:19][C:18]=1[CH2:24][O:25][C:2]1[CH:3]=[C:4]2[N:11]([CH2:12][CH3:13])[C:10]([CH3:15])([CH3:14])[CH2:9][N:5]2[C:6](=[O:8])[N:7]=1. Given the reactants Cl[C:2]1[CH:3]=[C:4]2[N:11]([CH2:12][CH3:13])[C:10]([CH3:15])([CH3:14])[CH2:9][N:5]2[C:6](=[O:8])[N:7]=1.[F:16][C:17]1[C:22]([F:23])=[CH:21][CH:20]=[CH:19][C:18]=1[CH2:24][OH:25], predict the reaction product. (3) Given the reactants [CH:1]1([C:4]2[N:8]=[C:7]([CH:9]3[CH2:14][CH:13]([C:15]4[CH:20]=[CH:19][C:18]([C:21]([F:24])([F:23])[F:22])=[CH:17][CH:16]=4)[CH2:12][N:11](C(OC(C)(C)C)=O)[CH2:10]3)[O:6][N:5]=2)[CH2:3][CH2:2]1.FC(F)(F)C(O)=O, predict the reaction product. The product is: [CH:1]1([C:4]2[N:8]=[C:7]([CH:9]3[CH2:14][CH:13]([C:15]4[CH:16]=[CH:17][C:18]([C:21]([F:22])([F:24])[F:23])=[CH:19][CH:20]=4)[CH2:12][NH:11][CH2:10]3)[O:6][N:5]=2)[CH2:2][CH2:3]1. (4) Given the reactants Cl[C:2]1[S:3][C:4]2[CH:10]=[CH:9][CH:8]=[CH:7][C:5]=2[N:6]=1.[NH2:11][CH:12]1[CH2:17][CH2:16][N:15]([C:18]([O:20][CH2:21][CH3:22])=[O:19])[CH2:14][CH2:13]1.C(N(CC)CC)C, predict the reaction product. The product is: [CH2:21]([O:20][C:18]([N:15]1[CH2:14][CH2:13][CH:12]([NH:11][C:2]2[S:3][C:4]3[CH:10]=[CH:9][CH:8]=[CH:7][C:5]=3[N:6]=2)[CH2:17][CH2:16]1)=[O:19])[CH3:22]. (5) Given the reactants [CH2:1]([O:4][C:5]([O:7][CH2:8][C:9]([OH:11])=O)=[O:6])[CH:2]=[CH2:3].C(Cl)(=O)C([Cl:15])=O.CN(C)C=O, predict the reaction product. The product is: [CH2:1]([O:4][C:5]([O:7][CH2:8][C:9]([Cl:15])=[O:11])=[O:6])[CH:2]=[CH2:3]. (6) Given the reactants [Cl:1][C:2]1[CH:3]=[CH:4][C:5]([NH:15][C:16]2[N:20]([CH3:21])[C:19]3[C:22]([N:26]([CH2:30][CH2:31][CH3:32])[CH2:27][CH2:28][CH3:29])=[CH:23][CH:24]=[CH:25][C:18]=3[N:17]=2)=[C:6]([CH:14]=1)[O:7][CH2:8][CH2:9][CH2:10][C:11](O)=[O:12].F[P-](F)(F)(F)(F)F.[N:40]1(OC(N(C)C)=[N+](C)C)[C:44]2N=CC=CC=2N=N1.C(N(C(C)C)CC)(C)C.CN, predict the reaction product. The product is: [ClH:1].[Cl:1][C:2]1[CH:3]=[CH:4][C:5]([NH:15][C:16]2[N:20]([CH3:21])[C:19]3[C:22]([N:26]([CH2:27][CH2:28][CH3:29])[CH2:30][CH2:31][CH3:32])=[CH:23][CH:24]=[CH:25][C:18]=3[N:17]=2)=[C:6]([CH:14]=1)[O:7][CH2:8][CH2:9][CH2:10][C:11]([NH:40][CH3:44])=[O:12].